This data is from NCI-60 drug combinations with 297,098 pairs across 59 cell lines. The task is: Regression. Given two drug SMILES strings and cell line genomic features, predict the synergy score measuring deviation from expected non-interaction effect. (1) Drug 1: CN(C)N=NC1=C(NC=N1)C(=O)N. Drug 2: CC1=C(C(CCC1)(C)C)C=CC(=CC=CC(=CC(=O)O)C)C. Cell line: IGROV1. Synergy scores: CSS=7.13, Synergy_ZIP=-6.54, Synergy_Bliss=-7.05, Synergy_Loewe=-5.66, Synergy_HSA=-5.27. (2) Drug 1: CC1=C(C=C(C=C1)C(=O)NC2=CC(=CC(=C2)C(F)(F)F)N3C=C(N=C3)C)NC4=NC=CC(=N4)C5=CN=CC=C5. Drug 2: CC1=C2C(C(=O)C3(C(CC4C(C3C(C(C2(C)C)(CC1OC(=O)C(C(C5=CC=CC=C5)NC(=O)OC(C)(C)C)O)O)OC(=O)C6=CC=CC=C6)(CO4)OC(=O)C)O)C)O. Cell line: SW-620. Synergy scores: CSS=13.7, Synergy_ZIP=0.744, Synergy_Bliss=9.57, Synergy_Loewe=5.30, Synergy_HSA=7.01. (3) Drug 1: CCCCCOC(=O)NC1=NC(=O)N(C=C1F)C2C(C(C(O2)C)O)O. Drug 2: CCN(CC)CCNC(=O)C1=C(NC(=C1C)C=C2C3=C(C=CC(=C3)F)NC2=O)C. Cell line: OVCAR3. Synergy scores: CSS=0.815, Synergy_ZIP=-1.89, Synergy_Bliss=-3.87, Synergy_Loewe=-4.11, Synergy_HSA=-5.98. (4) Drug 1: CCC1(CC2CC(C3=C(CCN(C2)C1)C4=CC=CC=C4N3)(C5=C(C=C6C(=C5)C78CCN9C7C(C=CC9)(C(C(C8N6C=O)(C(=O)OC)O)OC(=O)C)CC)OC)C(=O)OC)O.OS(=O)(=O)O. Drug 2: C1CN(P(=O)(OC1)NCCCl)CCCl. Cell line: UO-31. Synergy scores: CSS=-0.563, Synergy_ZIP=0.635, Synergy_Bliss=1.61, Synergy_Loewe=-4.62, Synergy_HSA=-1.92.